From a dataset of M1 muscarinic receptor agonist screen with 61,833 compounds. Binary Classification. Given a drug SMILES string, predict its activity (active/inactive) in a high-throughput screening assay against a specified biological target. (1) The molecule is O=c1c(CCC(=O)C)c([nH]c2c1cc(NC(=O)C)cc2)C. The result is 0 (inactive). (2) The molecule is Fc1c(Cn2nc(nn2)c2ccc(OCC(O)=O)cc2)cccc1. The result is 0 (inactive). (3) The drug is O=C(Nc1ccc(O)cc1)c1cc(ccc1)C. The result is 0 (inactive). (4) The compound is Clc1cc(c(NC(=O)CNc2c(OC)cc(OC)cc2)cc1)C. The result is 0 (inactive). (5) The compound is Brc1c(N2CCOCC2)nc(Oc2c(O)cccc2)nc1. The result is 0 (inactive). (6) The drug is Fc1ccc(N2CCN(CC2)C(=O)c2noc(CC(C)C)c2)cc1. The result is 0 (inactive).